This data is from Reaction yield outcomes from USPTO patents with 853,638 reactions. The task is: Predict the reaction yield, written as a fraction of the theoretical maximum amount of product (1.0 means a 100% yield; for example, 0.34 means a 34% yield). (1) The reactants are CS(O[CH:6]1[CH2:9][N:8]([CH:10]([C:17]2[CH:22]=[CH:21][CH:20]=[CH:19][CH:18]=2)[C:11]2[CH:16]=[CH:15][CH:14]=[CH:13][CH:12]=2)[CH2:7]1)(=O)=O.[N:23]1([C:29]([O:31][C:32]([CH3:35])([CH3:34])[CH3:33])=[O:30])[CH2:28][CH2:27][NH:26][CH2:25][CH2:24]1.C([O-])([O-])=O.[K+].[K+]. The catalyst is CC#N.C(OCC)(=O)C. The product is [CH:10]([N:8]1[CH2:9][CH:6]([N:26]2[CH2:25][CH2:24][N:23]([C:29]([O:31][C:32]([CH3:35])([CH3:34])[CH3:33])=[O:30])[CH2:28][CH2:27]2)[CH2:7]1)([C:17]1[CH:22]=[CH:21][CH:20]=[CH:19][CH:18]=1)[C:11]1[CH:16]=[CH:15][CH:14]=[CH:13][CH:12]=1. The yield is 0.800. (2) The reactants are [Br:1][C:2]1[CH:3]=[C:4]2[C:10]([CH3:11])=[N:9][NH:8][C:5]2=[N:6][CH:7]=1.[CH3:12][C:13]([O:16][C:17](O[C:17]([O:16][C:13]([CH3:15])([CH3:14])[CH3:12])=[O:18])=[O:18])([CH3:15])[CH3:14].O1CCCC1. The catalyst is CN(C)C1C=CN=CC=1.O. The product is [Br:1][C:2]1[CH:3]=[C:4]2[C:10]([CH3:11])=[N:9][N:8]([C:17]([O:16][C:13]([CH3:15])([CH3:14])[CH3:12])=[O:18])[C:5]2=[N:6][CH:7]=1. The yield is 0.950. (3) The reactants are [O:1]([C:3]1[CH:4]=[C:5]([CH:8]=[C:9]([O:13][CH3:14])[C:10]=1[O:11][CH3:12])[CH2:6]O)[CH3:2].P(Br)(Br)[Br:16].O. The catalyst is ClCCl. The product is [O:1]([C:3]1[CH:4]=[C:5]([CH:8]=[C:9]([O:13][CH3:14])[C:10]=1[O:11][CH3:12])[CH2:6][Br:16])[CH3:2]. The yield is 0.844. (4) The reactants are [F:1][C:2]1[CH:7]=[CH:6][C:5]([NH2:8])=[C:4]([NH2:9])[CH:3]=1.[Cl:10][CH2:11][C:12](O)=O.C([O-])(O)=O.[Na+]. The catalyst is Cl. The product is [Cl:10][CH2:11][C:12]1[NH:8][C:5]2[CH:6]=[CH:7][C:2]([F:1])=[CH:3][C:4]=2[N:9]=1. The yield is 0.860. (5) The reactants are [F:1][C:2]1[CH:12]=[CH:11][C:5]([CH:6]=[CH:7][C:8]([OH:10])=[O:9])=[CH:4][CH:3]=1.[CH:13]12CC(C=C1)CC2CO.C1(C)C=CC=CC=1. The catalyst is [OH-].C([O-])(=O)C.[Zr+4].C(OCC)(=O)C. The product is [CH:2]12[CH2:6][CH:5]([CH:4]=[CH:3]1)[CH2:11][CH2:12]2.[CH3:13][C:4]1[CH:3]=[C:2]([F:1])[CH:12]=[CH:11][C:5]=1[CH:6]=[CH:7][C:8]([O-:10])=[O:9]. The yield is 0.680.